This data is from Peptide-MHC class I binding affinity with 185,985 pairs from IEDB/IMGT. The task is: Regression. Given a peptide amino acid sequence and an MHC pseudo amino acid sequence, predict their binding affinity value. This is MHC class I binding data. (1) The binding affinity (normalized) is 0.467. The peptide sequence is ITDVTTLVV. The MHC is HLA-A29:02 with pseudo-sequence HLA-A29:02. (2) The peptide sequence is YEEAGRGSM. The MHC is HLA-A30:02 with pseudo-sequence HLA-A30:02. The binding affinity (normalized) is 0.213. (3) The peptide sequence is FPRDPVSTF. The MHC is HLA-A69:01 with pseudo-sequence HLA-A69:01. The binding affinity (normalized) is 0.0847.